From a dataset of Full USPTO retrosynthesis dataset with 1.9M reactions from patents (1976-2016). Predict the reactants needed to synthesize the given product. (1) Given the product [Br:1][C:2]1[CH:7]=[CH:6][C:5]([N+:8]([O-:10])=[O:9])=[C:4]([N:16]2[CH2:17][CH2:18][CH:13]([CH3:12])[CH2:14][CH2:15]2)[CH:3]=1, predict the reactants needed to synthesize it. The reactants are: [Br:1][C:2]1[CH:7]=[CH:6][C:5]([N+:8]([O-:10])=[O:9])=[C:4](F)[CH:3]=1.[CH3:12][CH:13]1[CH2:18][CH2:17][NH:16][CH2:15][CH2:14]1. (2) Given the product [CH3:113][C@@H:112]([OH:114])[C@@H:68]1[NH:69][C:70](=[O:71])[C@H:72]([CH2:109][CH2:110][NH2:111])[NH:73][C:74](=[O:75])[C@H:76]([CH2:106][CH2:107][NH2:108])[NH:77][C:78](=[O:79])[C@H:80]([CH2:102][CH:103]([CH3:104])[CH3:105])[NH:81][C:82](=[O:83])[C@H:84]([CH2:95][C:96]2[CH:101]=[CH:100][CH:99]=[CH:98][CH:97]=2)[NH:85][C:86](=[O:87])[C@H:88]([CH2:92][CH2:93][NH2:94])[NH:89][C:90](=[O:91])[C@@H:62]([NH:61][C:59]([C@@H:55]([NH:54][C:52]([C@@H:48]([NH2:47])[C@H:49]([OH:51])[CH3:50])=[O:53])[CH2:56][CH2:57][NH2:58])=[O:60])[CH2:63][CH2:64][NH:65][C:66]1=[O:67], predict the reactants needed to synthesize it. The reactants are: C(N(CC(O)=O)CC(O)=O)CN(CC(O)=O)CC(O)=O.[Cl-].[K+].N[C@H](C(O)=O)CS.CCC(CCCCC(N[C@H](C([NH:47][C@H:48]([C:52]([NH:54][C@H:55]([C:59]([NH:61][C@@H:62]1[C:90](=[O:91])[NH:89][C@H:88]([CH2:92][CH2:93][NH2:94])[C:86](=[O:87])[NH:85][C@H:84]([CH2:95][C:96]2[CH:97]=[CH:98][CH:99]=[CH:100][CH:101]=2)[C:82](=[O:83])[NH:81][C@@H:80]([CH2:102][CH:103]([CH3:105])[CH3:104])[C:78](=[O:79])[NH:77][C@@H:76]([CH2:106][CH2:107][NH2:108])[C:74](=[O:75])[NH:73][C@@H:72]([CH2:109][CH2:110][NH2:111])[C:70](=[O:71])[NH:69][C@@H:68]([C@H:112]([OH:114])[CH3:113])[C:66](=[O:67])[NH:65][CH2:64][CH2:63]1)=[O:60])[CH2:56][CH2:57][NH2:58])=[O:53])[C@H:49]([OH:51])[CH3:50])=O)CCN)=O)C. (3) Given the product [OH:22][CH2:1][CH:2]1[CH2:7][CH2:6][N:5]([C:8]([O:10][C:11]([CH3:14])([CH3:12])[CH3:13])=[O:9])[CH:4]([C:15]2[CH:20]=[CH:19][CH:18]=[CH:17][CH:16]=2)[CH2:3]1, predict the reactants needed to synthesize it. The reactants are: [CH2:1]=[C:2]1[CH2:7][CH2:6][N:5]([C:8]([O:10][C:11]([CH3:14])([CH3:13])[CH3:12])=[O:9])[CH:4]([C:15]2[CH:20]=[CH:19][CH:18]=[CH:17][CH:16]=2)[CH2:3]1.B.[O:22]1CCCC1.[OH-].[Na+].OO. (4) Given the product [NH2:16][C:15]1[C:10]2[C:9]([C:17]3[CH:22]=[CH:21][CH:20]=[C:19]([O:23][CH2:24][C:25]4[CH:30]=[CH:29][CH:28]=[CH:27][CH:26]=4)[CH:18]=3)=[CH:8][N:7]([C@@H:5]3[CH2:4][C@H:3]([CH2:2][NH:1][C:33]([NH:32][CH3:31])=[O:34])[CH2:6]3)[C:11]=2[N:12]=[CH:13][N:14]=1, predict the reactants needed to synthesize it. The reactants are: [NH2:1][CH2:2][C@@H:3]1[CH2:6][C@H:5]([N:7]2[C:11]3[N:12]=[CH:13][N:14]=[C:15]([NH2:16])[C:10]=3[C:9]([C:17]3[CH:22]=[CH:21][CH:20]=[C:19]([O:23][CH2:24][C:25]4[CH:30]=[CH:29][CH:28]=[CH:27][CH:26]=4)[CH:18]=3)=[CH:8]2)[CH2:4]1.[CH3:31][N:32]=[C:33]=[O:34]. (5) Given the product [Cl:1][C:2]1[C:3]2[CH:22]=[CH:21][C:20]([C:23]([F:26])([F:24])[F:25])=[CH:19][C:4]=2[S:5][C:6]=1[C:7]([N:9]1[CH2:12][CH:11]([N:13]2[CH2:18][CH2:17][N:16]([C:32]([C:30]3[N:29]=[CH:28][S:27][CH:31]=3)=[O:33])[CH2:15][CH2:14]2)[CH2:10]1)=[O:8], predict the reactants needed to synthesize it. The reactants are: [Cl:1][C:2]1[C:3]2[CH:22]=[CH:21][C:20]([C:23]([F:26])([F:25])[F:24])=[CH:19][C:4]=2[S:5][C:6]=1[C:7]([N:9]1[CH2:12][CH:11]([N:13]2[CH2:18][CH2:17][NH:16][CH2:15][CH2:14]2)[CH2:10]1)=[O:8].[S:27]1[CH:31]=[C:30]([C:32](O)=[O:33])[N:29]=[CH:28]1.CCN(CC)CC.CN(C(ON1N=NC2C=CC=NC1=2)=[N+](C)C)C.F[P-](F)(F)(F)(F)F.